From a dataset of Forward reaction prediction with 1.9M reactions from USPTO patents (1976-2016). Predict the product of the given reaction. (1) Given the reactants C(OC(=O)[N:7]([CH2:15][CH3:16])[CH2:8][CH:9]1[CH2:14][CH2:13][O:12][CH2:11][CH2:10]1)(C)(C)C.[ClH:18], predict the reaction product. The product is: [ClH:18].[CH2:15]([NH:7][CH2:8][CH:9]1[CH2:14][CH2:13][O:12][CH2:11][CH2:10]1)[CH3:16]. (2) Given the reactants [F:1][C:2]1[CH:27]=[CH:26][CH:25]=[CH:24][C:3]=1[CH2:4][N:5]1[C:9]2=[N:10][CH:11]=[CH:12][CH:13]=[C:8]2[C:7]([C:14]2[N:22]=[C:21]3[C:17]([N:18]=[CH:19][NH:20]3)=[C:16]([NH2:23])[N:15]=2)=[N:6]1.CCN(P1(N(C)CCCN1C)=NC(C)(C)C)CC.ClC(Cl)(Cl)S(O[CH2:52][C:53]([F:56])([F:55])[F:54])(=O)=O, predict the reaction product. The product is: [F:1][C:2]1[CH:27]=[CH:26][CH:25]=[CH:24][C:3]=1[CH2:4][N:5]1[C:9]2=[N:10][CH:11]=[CH:12][CH:13]=[C:8]2[C:7]([C:14]2[N:22]=[C:21]3[C:17]([N:18]=[CH:19][N:20]3[CH2:52][C:53]([F:56])([F:55])[F:54])=[C:16]([NH2:23])[N:15]=2)=[N:6]1. (3) The product is: [CH3:33][C:32]1[CH:31]=[CH:30][N:29]=[CH:28][C:27]=1[C:2]#[C:1][C:3]1[N:7]2[N:8]=[C:9]([C:12]3[CH:13]=[CH:14][C:15]([C:18]([N:20]4[CH2:21][CH2:22][O:23][CH2:24][CH2:25]4)=[O:19])=[CH:16][CH:17]=3)[CH:10]=[CH:11][C:6]2=[N:5][CH:4]=1. Given the reactants [C:1]([C:3]1[N:7]2[N:8]=[C:9]([C:12]3[CH:17]=[CH:16][C:15]([C:18]([N:20]4[CH2:25][CH2:24][O:23][CH2:22][CH2:21]4)=[O:19])=[CH:14][CH:13]=3)[CH:10]=[CH:11][C:6]2=[N:5][CH:4]=1)#[CH:2].I[C:27]1[CH:28]=[N:29][CH:30]=[CH:31][C:32]=1[CH3:33], predict the reaction product. (4) Given the reactants [CH3:1][O:2][C:3]1[CH:11]=[CH:10][C:6]([CH:7]([NH2:9])[CH3:8])=[CH:5][CH:4]=1.[Cl:12][C:13]1[CH:18]=[N:17][CH:16]=[C:15](Cl)[N:14]=1, predict the reaction product. The product is: [Cl:12][C:13]1[N:14]=[C:15]([NH:9][C@H:7]([C:6]2[CH:10]=[CH:11][C:3]([O:2][CH3:1])=[CH:4][CH:5]=2)[CH3:8])[CH:16]=[N:17][CH:18]=1. (5) Given the reactants [CH3:1][C:2]1[CH:7]=[CH:6][CH:5]=[C:4]([CH3:8])[C:3]=1[CH2:9][NH:10][NH:11][C:12](=[O:15])OC.C(OC)(=O)[C:17]#[C:18][C:19]([O:21][CH3:22])=[O:20].C[O-].[Na+].Cl, predict the reaction product. The product is: [CH3:8][C:4]1[CH:5]=[CH:6][CH:7]=[C:2]([CH3:1])[C:3]=1[CH2:9][N:10]1[C:18]([C:19]([O:21][CH3:22])=[O:20])=[CH:17][C:12]([OH:15])=[N:11]1. (6) Given the reactants [CH3:1][O:2][C:3]1[C:4]([OH:9])=[N:5][CH:6]=[CH:7][CH:8]=1.[N+:10]([O-])([OH:12])=[O:11], predict the reaction product. The product is: [CH3:1][O:2][C:3]1[C:4]([OH:9])=[N:5][CH:6]=[C:7]([N+:10]([O-:12])=[O:11])[CH:8]=1. (7) Given the reactants C(NC(C)C)(C)C.C([Li])CCC.[C:13]([O:16][CH3:17])(=[O:15])[CH3:14].[F:18][CH:19]([F:35])[O:20][C:21]1[CH:34]=[CH:33][C:24](/[CH:25]=[N:26]/[S@:27]([C:29]([CH3:32])([CH3:31])[CH3:30])=[O:28])=[CH:23][CH:22]=1, predict the reaction product. The product is: [F:35][CH:19]([F:18])[O:20][C:21]1[CH:22]=[CH:23][C:24]([C@H:25]([NH:26][S@:27]([C:29]([CH3:31])([CH3:30])[CH3:32])=[O:28])[CH2:14][C:13]([O:16][CH3:17])=[O:15])=[CH:33][CH:34]=1.